This data is from Reaction yield outcomes from USPTO patents with 853,638 reactions. The task is: Predict the reaction yield, written as a fraction of the theoretical maximum amount of product (1.0 means a 100% yield; for example, 0.34 means a 34% yield). No catalyst specified. The yield is 0.300. The reactants are Br[C:2]1[CH:23]=[CH:22][C:5]([C:6]([NH:8][S:9]([C:12]2[CH:17]=[CH:16][CH:15]=[CH:14][C:13]=2[S:18](=[O:21])(=[O:20])[NH2:19])(=[O:11])=[O:10])=[O:7])=[CH:4][C:3]=1[O:24][CH:25]([CH3:27])[CH3:26].[CH3:28][C:29]([CH3:42])([CH3:41])[C:30]#[C:31]B(OC(C)C)OC(C)C. The product is [CH3:28][C:29]([CH3:42])([CH3:41])[C:30]#[C:31][C:2]1[CH:23]=[CH:22][C:5]([C:6]([NH:8][S:9]([C:12]2[CH:17]=[CH:16][CH:15]=[CH:14][C:13]=2[S:18](=[O:21])(=[O:20])[NH2:19])(=[O:11])=[O:10])=[O:7])=[CH:4][C:3]=1[O:24][CH:25]([CH3:27])[CH3:26].